This data is from Full USPTO retrosynthesis dataset with 1.9M reactions from patents (1976-2016). The task is: Predict the reactants needed to synthesize the given product. (1) Given the product [CH3:32][C:22]1[CH:27]=[CH:26][C:25]([S:28]([O:1][CH:2]2[CH2:3][CH2:4][N:5]([C:8]([O:10][C:11]([CH3:14])([CH3:13])[CH3:12])=[O:9])[CH2:6][CH2:7]2)(=[O:30])=[O:29])=[CH:24][CH:23]=1, predict the reactants needed to synthesize it. The reactants are: [OH:1][CH:2]1[CH2:7][CH2:6][N:5]([C:8]([O:10][C:11]([CH3:14])([CH3:13])[CH3:12])=[O:9])[CH2:4][CH2:3]1.C(N(CC)CC)C.[C:22]1([CH3:32])[CH:27]=[CH:26][C:25]([S:28](Cl)(=[O:30])=[O:29])=[CH:24][CH:23]=1.OS(O)(=O)=O. (2) Given the product [OH:29][C:17]1[CH:16]=[C:15]([CH2:14][CH:10]2[CH2:11][CH2:12][CH2:13][NH:8][CH2:9]2)[CH:20]=[CH:19][C:18]=1[N:21]1[S:22](=[O:28])(=[O:27])[NH:23][C:24](=[O:26])[CH2:25]1, predict the reactants needed to synthesize it. The reactants are: C(OC([N:8]1[CH2:13][CH2:12][CH2:11][CH:10]([CH2:14][C:15]2[CH:20]=[CH:19][C:18]([N:21]3[CH2:25][C:24](=[O:26])[NH:23][S:22]3(=[O:28])=[O:27])=[C:17]([OH:29])[CH:16]=2)[CH2:9]1)=O)(C)(C)C.Cl. (3) Given the product [F:1][C:2]1[CH:3]=[C:4]([CH:7]=[CH:8][CH:9]=1)[CH2:5][P:10](=[O:17])([O:14][CH2:15][CH3:16])[O:11][CH2:12][CH3:13], predict the reactants needed to synthesize it. The reactants are: [F:1][C:2]1[CH:3]=[C:4]([CH:7]=[CH:8][CH:9]=1)[CH2:5]Br.[P:10]([O:17]CC)([O:14][CH2:15][CH3:16])[O:11][CH2:12][CH3:13]. (4) Given the product [Cl:35][C:32]1[CH:33]=[CH:34][C:29]([C:26]2[O:27][CH:28]=[C:24]([CH2:23][S:22][C:4]3[C:5]([C:20]#[N:21])=[C:6]([C:10]4[CH:15]=[CH:14][C:13]([O:16][CH2:17][CH2:18][OH:19])=[CH:12][CH:11]=4)[C:7]([C:8]#[N:9])=[C:2]([N:36]4[CH2:40][CH2:39][CH2:38][CH2:37]4)[N:3]=3)[N:25]=2)=[CH:30][CH:31]=1, predict the reactants needed to synthesize it. The reactants are: Cl[C:2]1[C:7]([C:8]#[N:9])=[C:6]([C:10]2[CH:15]=[CH:14][C:13]([O:16][CH2:17][CH2:18][OH:19])=[CH:12][CH:11]=2)[C:5]([C:20]#[N:21])=[C:4]([S:22][CH2:23][C:24]2[N:25]=[C:26]([C:29]3[CH:34]=[CH:33][C:32]([Cl:35])=[CH:31][CH:30]=3)[O:27][CH:28]=2)[N:3]=1.[NH:36]1[CH2:40][CH2:39][CH2:38][CH2:37]1.O. (5) The reactants are: [Cl:1][C:2]1[CH:3]=[C:4]([CH:7]=[CH:8][CH:9]=1)[CH2:5][OH:6].[H-].[Na+].[Cl:12][C:13]1[CH:18]=[N:17][CH:16]=[C:15](Cl)[N:14]=1. Given the product [Cl:12][C:13]1[CH:18]=[N:17][CH:16]=[C:15]([O:6][CH2:5][C:4]2[CH:7]=[CH:8][CH:9]=[C:2]([Cl:1])[CH:3]=2)[N:14]=1, predict the reactants needed to synthesize it. (6) Given the product [F:1][C:2]([F:7])([F:6])[C:3]([O-:5])=[O:4].[C:8]([CH2:11][CH2:12][CH2:13][CH2:14][CH2:15][C@@H:16]([C:33]1[NH:34][C:35]([C:38]2[CH:47]=[CH:46][C:45]3[C:40](=[CH:41][CH:42]=[CH:43][CH:44]=3)[CH:39]=2)=[CH:36][NH+:37]=1)[NH:17][S:59]([N:58]([CH3:63])[CH3:57])(=[O:61])=[O:60])([OH:10])=[O:9], predict the reactants needed to synthesize it. The reactants are: [F:1][C:2]([F:7])([F:6])[C:3]([O-:5])=[O:4].[C:8]([CH2:11][CH2:12][CH2:13][CH2:14][CH2:15][C@@H:16]([C:33]1[NH2+:34][C:35]([C:38]2[CH:47]=[CH:46][C:45]3[C:40](=[CH:41][CH:42]=[CH:43][CH:44]=3)[CH:39]=2)=[CH:36][N:37]=1)[NH:17]C(=O)CC1C2C(=CC=C(OC)C=2)NC=1C)([OH:10])=[O:9].CCN(C(C)C)C(C)C.[CH3:57][N:58]([CH3:63])[S:59](Cl)(=[O:61])=[O:60].